From a dataset of Merck oncology drug combination screen with 23,052 pairs across 39 cell lines. Regression. Given two drug SMILES strings and cell line genomic features, predict the synergy score measuring deviation from expected non-interaction effect. (1) Drug 1: O=C(CCCCCCC(=O)Nc1ccccc1)NO. Drug 2: CCN(CC)CCNC(=O)c1c(C)[nH]c(C=C2C(=O)Nc3ccc(F)cc32)c1C. Cell line: RPMI7951. Synergy scores: synergy=-11.9. (2) Synergy scores: synergy=41.4. Drug 1: C#Cc1cccc(Nc2ncnc3cc(OCCOC)c(OCCOC)cc23)c1. Drug 2: Cn1c(=O)n(-c2ccc(C(C)(C)C#N)cc2)c2c3cc(-c4cnc5ccccc5c4)ccc3ncc21. Cell line: OVCAR3. (3) Cell line: NCIH23. Drug 2: CS(=O)(=O)CCNCc1ccc(-c2ccc3ncnc(Nc4ccc(OCc5cccc(F)c5)c(Cl)c4)c3c2)o1. Synergy scores: synergy=0.582. Drug 1: CCC1=CC2CN(C1)Cc1c([nH]c3ccccc13)C(C(=O)OC)(c1cc3c(cc1OC)N(C)C1C(O)(C(=O)OC)C(OC(C)=O)C4(CC)C=CCN5CCC31C54)C2. (4) Cell line: CAOV3. Synergy scores: synergy=-7.54. Drug 2: O=C(O)C1(Cc2cccc(Nc3nccs3)n2)CCC(Oc2cccc(Cl)c2F)CC1. Drug 1: C=CCn1c(=O)c2cnc(Nc3ccc(N4CCN(C)CC4)cc3)nc2n1-c1cccc(C(C)(C)O)n1. (5) Drug 1: O=c1[nH]cc(F)c(=O)[nH]1. Drug 2: CCc1cnn2c(NCc3ccc[n+]([O-])c3)cc(N3CCCCC3CCO)nc12. Cell line: HT144. Synergy scores: synergy=-3.48.